Predict the product of the given reaction. From a dataset of Forward reaction prediction with 1.9M reactions from USPTO patents (1976-2016). (1) Given the reactants [F:1][C:2]([F:13])([F:12])[C:3]1[C:11]2[CH2:10][CH2:9][CH2:8][CH2:7][C:6]=2[NH:5][N:4]=1.CC(C)([O-])C.[K+].CN(C=O)C.Br[CH2:26][CH2:27][CH2:28][C:29]([O:31][CH3:32])=[O:30], predict the reaction product. The product is: [F:13][C:2]([F:1])([F:12])[C:3]1[C:11]2[CH2:10][CH2:9][CH2:8][CH2:7][C:6]=2[N:5]([CH2:26][CH2:27][CH2:28][C:29]([O:31][CH3:32])=[O:30])[N:4]=1. (2) Given the reactants [Br:1][C:2]1[CH:3]=[CH:4][C:5]([N+:9]([O-:11])=[O:10])=[C:6]([NH2:8])[CH:7]=1.[C:12](Cl)(=[O:14])[CH3:13].C(=O)([O-])[O-].[K+].[K+], predict the reaction product. The product is: [Br:1][C:2]1[CH:3]=[CH:4][C:5]([N+:9]([O-:11])=[O:10])=[C:6]([NH:8][C:12](=[O:14])[CH3:13])[CH:7]=1. (3) The product is: [CH2:22]([N:11]1[C:12]2[C:17](=[CH:16][C:15]([C:18]([F:20])([F:19])[F:21])=[CH:14][CH:13]=2)[C:9]([NH:8][CH2:7][C:6]([NH:5][CH:3]2[CH2:2][N:1]([CH:36]3[CH2:37][CH2:38][CH:33]([CH:30]([CH3:32])[CH3:31])[CH2:34][CH2:35]3)[CH2:4]2)=[O:29])=[N:10]1)[C:23]1[CH:28]=[CH:27][CH:26]=[CH:25][CH:24]=1. Given the reactants [NH:1]1[CH2:4][CH:3]([NH:5][C:6](=[O:29])[CH2:7][NH:8][C:9]2[C:17]3[C:12](=[CH:13][CH:14]=[C:15]([C:18]([F:21])([F:20])[F:19])[CH:16]=3)[N:11]([CH2:22][C:23]3[CH:28]=[CH:27][CH:26]=[CH:25][CH:24]=3)[N:10]=2)[CH2:2]1.[CH:30]([CH:33]1[CH2:38][CH2:37][C:36](=O)[CH2:35][CH2:34]1)([CH3:32])[CH3:31], predict the reaction product.